This data is from Full USPTO retrosynthesis dataset with 1.9M reactions from patents (1976-2016). The task is: Predict the reactants needed to synthesize the given product. (1) Given the product [Br:1][C:2]1[CH:3]=[CH:4][C:5]([F:11])=[C:6]([C:8]2([CH3:9])[NH:20][C:21](=[O:23])[NH:19][C:15]2=[O:18])[CH:7]=1, predict the reactants needed to synthesize it. The reactants are: [Br:1][C:2]1[CH:3]=[CH:4][C:5]([F:11])=[C:6]([C:8](=O)[CH3:9])[CH:7]=1.[C-]#N.[K+].[C:15](=[O:18])([O-])[O-].[NH4+:19].[NH4+:20].[CH2:21]([OH:23])C. (2) Given the product [CH3:30][CH:29]([CH2:28][CH2:27][CH2:26][C:24]([CH3:25])=[CH2:23])[CH2:31][CH2:32][O:19][C:18](=[O:20])/[CH:17]=[C:16](/[C:11]1[CH:12]=[CH:13][C:14]([OH:15])=[C:9]([C:1](=[O:8])[C:2]2[CH:3]=[CH:4][CH:5]=[CH:6][CH:7]=2)[C:10]=1[OH:22])\[CH3:21], predict the reactants needed to synthesize it. The reactants are: [C:1]([C:9]1[C:10]([OH:22])=[C:11]([C:16]([CH3:21])=[CH:17][C:18]([OH:20])=[O:19])[CH:12]=[CH:13][C:14]=1[OH:15])(=[O:8])[C:2]1[CH:7]=[CH:6][CH:5]=[CH:4][CH:3]=1.[CH3:23][C:24](=[CH:26][CH2:27][CH2:28][CH:29]([CH2:31][CH2:32]O)[CH3:30])[CH3:25].C1(C)C=CC(S(O)(=O)=O)=CC=1. (3) The reactants are: [CH3:1][O:2][C:3]1[CH:8]=[CH:7][C:6]([C:9]([F:12])([F:11])[F:10])=[CH:5][C:4]=1[NH:13][NH2:14].[CH3:15][CH2:16][O:17][C:18]([CH:20]([C:24]([CH3:26])=O)[C:21]([CH3:23])=O)=[O:19].C(Cl)Cl. Given the product [CH2:16]([O:17][C:18]([C:20]1[C:21]([CH3:23])=[N:14][N:13]([C:4]2[CH:5]=[C:6]([C:9]([F:11])([F:12])[F:10])[CH:7]=[CH:8][C:3]=2[O:2][CH3:1])[C:24]=1[CH3:26])=[O:19])[CH3:15], predict the reactants needed to synthesize it. (4) The reactants are: [C:1]([O:5][C:6](=[O:16])[NH:7][C@H:8]([C:10](=[O:15])N(OC)C)[CH3:9])([CH3:4])([CH3:3])[CH3:2].C(=O)=O.[CH3:20][C:21]([CH3:23])=O.C1([Mg]Br)CC1.O1CCCC1.[Cl-].[NH4+]. Given the product [C:1]([O:5][C:6](=[O:16])[NH:7][C@@H:8]([CH3:9])[C:10]([CH:21]1[CH2:23][CH2:20]1)=[O:15])([CH3:2])([CH3:3])[CH3:4], predict the reactants needed to synthesize it. (5) Given the product [CH2:1]([N:8]1[CH2:12][C@@H:20]([N+:21]([O-:23])=[O:22])[C@H:19]([CH:18]([F:24])[F:17])[CH2:9]1)[C:2]1[CH:7]=[CH:6][CH:5]=[CH:4][CH:3]=1, predict the reactants needed to synthesize it. The reactants are: [CH2:1]([N:8]([CH2:12][Si](C)(C)C)[CH2:9]OC)[C:2]1[CH:7]=[CH:6][CH:5]=[CH:4][CH:3]=1.[F:17][CH:18]([F:24])/[CH:19]=[CH:20]/[N+:21]([O-:23])=[O:22]. (6) Given the product [N:2]1([CH2:7][C:8]([N:27]2[CH2:28][C@H:29]([CH2:31][C:32]3[CH:37]=[CH:36][CH:35]=[C:34]([O:38][CH3:39])[CH:33]=3)[CH2:30][C@H:26]2[C:24]([NH:23][C:20]2[CH:21]=[CH:22][C:17]([O:16][C:15]3[CH:14]=[CH:13][C:12]([F:11])=[CH:41][CH:40]=3)=[CH:18][CH:19]=2)=[O:25])=[O:10])[CH:6]=[N:5][CH:4]=[N:3]1, predict the reactants needed to synthesize it. The reactants are: Cl.[N:2]1([CH2:7][C:8]([OH:10])=O)[CH:6]=[N:5][CH:4]=[N:3]1.[F:11][C:12]1[CH:41]=[CH:40][C:15]([O:16][C:17]2[CH:22]=[CH:21][C:20]([NH:23][C:24]([C@@H:26]3[CH2:30][C@@H:29]([CH2:31][C:32]4[CH:37]=[CH:36][CH:35]=[C:34]([O:38][CH3:39])[CH:33]=4)[CH2:28][NH:27]3)=[O:25])=[CH:19][CH:18]=2)=[CH:14][CH:13]=1. (7) The reactants are: [In].[Cl-].[In+3].[Cl-].[Cl-].[Cl-].[Li+].C(N(C)C)CCC.C(O[CH2:19][CH:20]=[CH:21][CH2:22][CH2:23][C:24]1[CH:29]=[CH:28][CH:27]=[CH:26][C:25]=1I)(=O)C. Given the product [CH:20]([CH:21]1[C:25]2[C:24](=[CH:29][CH:28]=[CH:27][CH:26]=2)[CH2:23][CH2:22]1)=[CH2:19], predict the reactants needed to synthesize it.